This data is from Full USPTO retrosynthesis dataset with 1.9M reactions from patents (1976-2016). The task is: Predict the reactants needed to synthesize the given product. (1) Given the product [CH3:1][N:2]([CH3:41])[CH2:3][CH2:4][N:5]1[CH:9]=[C:8]([C:10]2[CH:15]=[CH:14][C:13]([F:16])=[C:12]([C:17]([F:19])([F:18])[F:20])[CH:11]=2)[N:7]=[C:6]1[CH:21]1[CH2:22][CH2:23][N:24]([C:27]2[N:32]=[CH:31][N:30]=[C:29]([NH2:33])[C:28]=2/[CH:34]=[CH:35]/[O:44][CH2:42][CH3:43])[CH2:25][CH2:26]1, predict the reactants needed to synthesize it. The reactants are: [CH3:1][N:2]([CH3:41])[CH2:3][CH2:4][N:5]1[CH:9]=[C:8]([C:10]2[CH:15]=[CH:14][C:13]([F:16])=[C:12]([C:17]([F:20])([F:19])[F:18])[CH:11]=2)[N:7]=[C:6]1[CH:21]1[CH2:26][CH2:25][N:24]([C:27]2[N:32]=[CH:31][N:30]=[C:29]([NH2:33])[C:28]=2[C:34]2C=CC(F)=C[CH:35]=2)[CH2:23][CH2:22]1.[CH2:42]([O:44]/C=C/B1OC(C)(C)C(C)(C)O1)[CH3:43]. (2) The reactants are: [CH2:1]([O:5][C:6]1[CH:11]=[CH:10][C:9]([S:12]([N:15]([CH3:25])[CH:16]([CH2:21][CH2:22][CH2:23]Cl)[C:17]([O:19][CH3:20])=[O:18])(=[O:14])=[O:13])=[CH:8][CH:7]=1)[C:2]#[C:3][CH3:4].[I-:26].[Na+]. Given the product [CH2:1]([O:5][C:6]1[CH:11]=[CH:10][C:9]([S:12]([N:15]([CH3:25])[CH:16]([CH2:21][CH2:22][CH2:23][I:26])[C:17]([O:19][CH3:20])=[O:18])(=[O:14])=[O:13])=[CH:8][CH:7]=1)[C:2]#[C:3][CH3:4], predict the reactants needed to synthesize it. (3) Given the product [O:22]([C:29]1[CH:30]=[CH:31][C:32]([NH:33][C:2]2[N:7]=[CH:6][N:5]=[C:4]([NH:8][CH:9]3[CH2:14][CH2:13][CH2:12][N:11]([C:15]([O:17][C:18]([CH3:21])([CH3:20])[CH3:19])=[O:16])[CH2:10]3)[CH:3]=2)=[CH:34][CH:35]=1)[C:23]1[CH:28]=[CH:27][CH:26]=[CH:25][CH:24]=1, predict the reactants needed to synthesize it. The reactants are: Cl[C:2]1[N:7]=[CH:6][N:5]=[C:4]([NH:8][CH:9]2[CH2:14][CH2:13][CH2:12][N:11]([C:15]([O:17][C:18]([CH3:21])([CH3:20])[CH3:19])=[O:16])[CH2:10]2)[CH:3]=1.[O:22]([C:29]1[CH:35]=[CH:34][C:32]([NH2:33])=[CH:31][CH:30]=1)[C:23]1[CH:28]=[CH:27][CH:26]=[CH:25][CH:24]=1.C1C=CC(P(C2C(C3C(P(C4C=CC=CC=4)C4C=CC=CC=4)=CC=C4C=3C=CC=C4)=C3C(C=CC=C3)=CC=2)C2C=CC=CC=2)=CC=1.C([O-])([O-])=O.[Cs+].[Cs+]. (4) Given the product [CH2:1]([O:8][C:9](=[O:34])[NH:10][C@H:11]1[C@@H:14]([CH2:15][N:16]2[CH2:20][CH2:19][O:18][C:17]2=[O:21])[NH:13][C:12]1=[O:33])[C:2]1[CH:7]=[CH:6][CH:5]=[CH:4][CH:3]=1, predict the reactants needed to synthesize it. The reactants are: [CH2:1]([O:8][C:9](=[O:34])[NH:10][C@H:11]1[C@@H:14]([CH2:15][N:16]2[CH2:20][CH2:19][O:18][C:17]2=[O:21])[N:13](CC2C=CC(OC)=CC=2OC)[C:12]1=[O:33])[C:2]1[CH:7]=[CH:6][CH:5]=[CH:4][CH:3]=1.OP([O-])([O-])=O.[K+].[K+]. (5) Given the product [CH2:29]([N:36]1[CH2:41][CH2:40][C@@H:39]([CH3:42])[C@@H:38]([N:43]([CH3:44])[C:62]2[C:63]3[O:70][CH:69]=[CH:68][C:64]=3[N:65]=[CH:66][N:67]=2)[CH2:37]1)[C:30]1[CH:31]=[CH:32][CH:33]=[CH:34][CH:35]=1, predict the reactants needed to synthesize it. The reactants are: C1(C)C=CC(C([C@@](C(O)=O)(O)[C@@](C(C2C=CC(C)=CC=2)=O)(O)C(O)=O)=O)=CC=1.[CH2:29]([N:36]1[CH2:41][CH2:40][CH:39]([CH3:42])[CH:38]([NH:43][CH3:44])[CH2:37]1)[C:30]1[CH:35]=[CH:34][CH:33]=[CH:32][CH:31]=1.[CH2:29]([N:36]1[CH2:41][CH2:40][CH:39]([CH3:42])[CH:38]([NH:43][CH3:44])[CH2:37]1)[C:30]1[CH:31]=[CH:32][CH:33]=[CH:34][CH:35]=1.Cl[C:62]1[C:63]2[O:70][CH:69]=[CH:68][C:64]=2[N:65]=[CH:66][N:67]=1.C(=O)([O-])[O-].[K+].[K+].